This data is from Full USPTO retrosynthesis dataset with 1.9M reactions from patents (1976-2016). The task is: Predict the reactants needed to synthesize the given product. (1) The reactants are: [Na+].[N:2]1[CH:7]=[CH:6][CH:5]=[C:4]([S:8]([O-:10])=[O:9])[CH:3]=1.N1C=CC=CC=1.Br[C:18]([CH3:25])([CH3:24])[C:19]([O:21][CH2:22][CH3:23])=[O:20]. Given the product [CH2:22]([O:21][C:19](=[O:20])[C:18]([CH3:25])([S:8]([C:4]1[CH:3]=[N:2][CH:7]=[CH:6][CH:5]=1)(=[O:10])=[O:9])[CH3:24])[CH3:23], predict the reactants needed to synthesize it. (2) Given the product [O:1]1[C:10]2[C:5](=[CH:6][CH:7]=[CH:8][CH:9]=2)[CH:4]([NH2:11])[CH2:3][CH2:2]1, predict the reactants needed to synthesize it. The reactants are: [O:1]1[C:10]2[C:5](=[CH:6][CH:7]=[CH:8][CH:9]=2)/[C:4](=[N:11]/O)/[CH2:3][CH2:2]1.[H-].[Al+3].[Li+].[H-].[H-].[H-]. (3) Given the product [N:13]1([C:11](=[O:12])/[CH:10]=[CH:9]/[C:4]2[CH:5]=[CH:6][CH:7]=[CH:8][C:3]=2[C:2]([F:1])([F:36])[F:35])[CH2:18][CH2:17][C:16]2([C:27]3[C:22](=[CH:23][CH:24]=[CH:25][CH:26]=3)[CH2:21][NH:20][CH2:19]2)[CH2:15][CH2:14]1, predict the reactants needed to synthesize it. The reactants are: [F:1][C:2]([F:36])([F:35])[C:3]1[CH:8]=[CH:7][CH:6]=[CH:5][C:4]=1/[CH:9]=[CH:10]/[C:11]([N:13]1[CH2:18][CH2:17][C:16]2([C:27]3[C:22](=[CH:23][CH:24]=[CH:25][CH:26]=3)[CH2:21][N:20](C(OC(C)(C)C)=O)[CH2:19]2)[CH2:15][CH2:14]1)=[O:12].Cl.